Dataset: Forward reaction prediction with 1.9M reactions from USPTO patents (1976-2016). Task: Predict the product of the given reaction. (1) The product is: [N:10]1[CH:9]=[CH:8][N:6]2[C:5]=1[CH:4]=[CH:3][C:2]([C:19]1[CH:27]=[CH:26][C:22]([C:23]([OH:25])=[O:24])=[CH:21][CH:20]=1)=[N:7]2. Given the reactants Cl[C:2]1[CH:3]=[CH:4][C:5]2[N:6]([CH:8]=[CH:9][N:10]=2)[N:7]=1.CC1(C)C(C)(C)OB([C:19]2[CH:27]=[CH:26][C:22]([C:23]([OH:25])=[O:24])=[CH:21][CH:20]=2)O1.C(=O)([O-])[O-].[K+].[K+].CCOC(C)=O, predict the reaction product. (2) Given the reactants C([O:3][C:4]([C:6]1[CH:7]=[C:8]([CH2:16][CH2:17][O:18][CH2:19][CH3:20])[N:9]2[C:14]=1[C:13]([Cl:15])=[CH:12][CH:11]=[CH:10]2)=[O:5])C.[OH-].[Na+], predict the reaction product. The product is: [Cl:15][C:13]1[C:14]2[N:9]([C:8]([CH2:16][CH2:17][O:18][CH2:19][CH3:20])=[CH:7][C:6]=2[C:4]([OH:5])=[O:3])[CH:10]=[CH:11][CH:12]=1. (3) Given the reactants [C:1]([O:5][C:6](=[O:24])[CH:7](C(C)(C)C)[N:8]1[C:16]2[C:11](=[CH:12][C:13]([OH:17])=[CH:14][CH:15]=2)[C:10]([C:18]#[N:19])=[N:9]1)([CH3:4])([CH3:3])[CH3:2].C(C1C2C(=CC=C(O[CH2:38][C:39]3[N:44]=[CH:43][CH:42]=[CH:41][N:40]=3)C=2)N(CC(OC)=O)N=1)(=O)C, predict the reaction product. The product is: [C:18]([C:10]1[C:11]2[C:16](=[CH:15][CH:14]=[C:13]([O:17][CH2:38][C:39]3[N:44]=[CH:43][CH:42]=[CH:41][N:40]=3)[CH:12]=2)[N:8]([CH2:7][C:6]([O:5][C:1]([CH3:2])([CH3:3])[CH3:4])=[O:24])[N:9]=1)#[N:19]. (4) Given the reactants [CH:1]1([N:4]2[C:8]([C:9]3[CH:10]=[C:11]4[N:20]([CH3:21])[CH:19]=[CH:18][C:12]4=[N:13][C:14]=3[C@@H:15]([NH2:17])[CH3:16])=[CH:7][CH:6]=[N:5]2)[CH2:3][CH2:2]1.Cl[C:23]1[N:31]=[C:30]([NH2:32])[N:29]=[C:28]2[C:24]=1[N:25]=[CH:26][NH:27]2.C(N(C(C)C)C(C)C)C, predict the reaction product. The product is: [CH:1]1([N:4]2[C:8]([C:9]3[CH:10]=[C:11]4[N:20]([CH3:21])[CH:19]=[CH:18][C:12]4=[N:13][C:14]=3[C@@H:15]([NH:17][C:23]3[N:31]=[C:30]([NH2:32])[N:29]=[C:28]4[C:24]=3[N:25]=[CH:26][NH:27]4)[CH3:16])=[CH:7][CH:6]=[N:5]2)[CH2:2][CH2:3]1. (5) Given the reactants [CH:1]([N:14]1[C:22]2[C:17](=[CH:18][C:19]([Cl:23])=[CH:20][CH:21]=2)[CH:16]=[C:15]1[CH2:24][CH2:25][N:26]1[C:34](=[O:35])[C:33]2[C:28](=[CH:29][CH:30]=[CH:31][CH:32]=2)[C:27]1=[O:36])([C:8]1[CH:13]=[CH:12][CH:11]=[CH:10][CH:9]=1)[C:2]1[CH:7]=[CH:6][CH:5]=[CH:4][CH:3]=1.C([SiH](CC)CC)C.[CH2:44]([O:46][C:47](=[O:58])[C:48]1[CH:53]=[CH:52][C:51]([CH2:54][CH2:55][CH:56]=O)=[CH:50][CH:49]=1)[CH3:45].ClCC(O)=O.C([O-])(O)=O.[Na+], predict the reaction product. The product is: [CH2:44]([O:46][C:47](=[O:58])[C:48]1[CH:53]=[CH:52][C:51]([CH2:54][CH2:55][CH2:56][C:16]2[C:17]3[C:22](=[CH:21][CH:20]=[C:19]([Cl:23])[CH:18]=3)[N:14]([CH:1]([C:2]3[CH:3]=[CH:4][CH:5]=[CH:6][CH:7]=3)[C:8]3[CH:9]=[CH:10][CH:11]=[CH:12][CH:13]=3)[C:15]=2[CH2:24][CH2:25][N:26]2[C:27](=[O:36])[C:28]3[C:33](=[CH:32][CH:31]=[CH:30][CH:29]=3)[C:34]2=[O:35])=[CH:50][CH:49]=1)[CH3:45]. (6) Given the reactants [CH3:1][C:2]1([CH3:20])[C:7]2[CH:8]=[C:9]([C:12]3[NH:16][C:15]([C:17]#[N:18])=[CH:14][CH:13]=3)[CH:10]=[CH:11][C:6]=2[NH:5][C:4](=O)[O:3]1.COC1C=CC(P2(SP(C3C=CC(OC)=CC=3)(=S)S2)=[S:30])=CC=1.COCCOC, predict the reaction product. The product is: [CH3:1][C:2]1([CH3:20])[C:7]2[CH:8]=[C:9]([C:12]3[NH:16][C:15]([C:17]#[N:18])=[CH:14][CH:13]=3)[CH:10]=[CH:11][C:6]=2[NH:5][C:4](=[S:30])[O:3]1. (7) Given the reactants [F:1][C:2]([F:6])([F:5])[CH2:3][NH2:4].CN1CCN(C)C1=O.[CH:15]([C:19]1[C:20]([Br:28])=[N:21][C:22]([S:26][CH3:27])=[N:23][C:24]=1Br)([CH2:17][CH3:18])[CH3:16], predict the reaction product. The product is: [Br:28][C:20]1[N:21]=[C:22]([S:26][CH3:27])[N:23]=[C:24]([NH:4][CH2:3][C:2]([F:6])([F:5])[F:1])[C:19]=1[CH:15]([CH2:17][CH3:18])[CH3:16]. (8) Given the reactants Cl.Cl.[N:3]1([C:9]([C:11]2[CH:36]=[CH:35][C:14]([O:15][C:16]3[N:21]=[CH:20][C:19]([NH:22][C:23](=[O:34])[C:24]4[CH:29]=[CH:28][C:27]([C:30]([F:33])([F:32])[F:31])=[CH:26][CH:25]=4)=[CH:18][CH:17]=3)=[CH:13][CH:12]=2)=[O:10])[CH2:8][CH2:7][NH:6][CH2:5][CH2:4]1.[CH:37]([C:39]1[S:40][CH:41]=[CH:42][N:43]=1)=O.C(N(CC)CC)C.C(O[BH-](OC(=O)C)OC(=O)C)(=O)C.[Na+].C(O)(=O)C, predict the reaction product. The product is: [S:40]1[CH:41]=[CH:42][N:43]=[C:39]1[CH2:37][N:6]1[CH2:7][CH2:8][N:3]([C:9]([C:11]2[CH:12]=[CH:13][C:14]([O:15][C:16]3[N:21]=[CH:20][C:19]([NH:22][C:23](=[O:34])[C:24]4[CH:29]=[CH:28][C:27]([C:30]([F:31])([F:32])[F:33])=[CH:26][CH:25]=4)=[CH:18][CH:17]=3)=[CH:35][CH:36]=2)=[O:10])[CH2:4][CH2:5]1. (9) Given the reactants [N:1]([C:4]1[CH:12]=[CH:11][C:7]([C:8]([OH:10])=O)=[CH:6][C:5]=1[I:13])=[N+:2]=[N-:3].[F:14][C:15]([F:19])([F:18])[CH2:16][NH2:17].C1C=CC2N(O)N=NC=2C=1.CCN=C=NCCCN(C)C, predict the reaction product. The product is: [N:1]([C:4]1[CH:12]=[CH:11][C:7]([C:8]([NH:17][CH2:16][C:15]([F:19])([F:18])[F:14])=[O:10])=[CH:6][C:5]=1[I:13])=[N+:2]=[N-:3]. (10) Given the reactants Br[CH2:2][C:3]1[CH:4]=[CH:5][C:6]([Cl:23])=[C:7]([C:9]2[N:14]=[C:13]([O:15][CH3:16])[N:12]=[C:11]([C:17]3[CH:22]=[CH:21][CH:20]=[CH:19][CH:18]=3)[N:10]=2)[CH:8]=1.O1CCCC1.[CH2:29]([NH2:31])[CH3:30].C(=O)([O-])O.[Na+], predict the reaction product. The product is: [Cl:23][C:6]1[CH:5]=[CH:4][C:3]([CH2:2][CH2:30][CH2:29][NH2:31])=[CH:8][C:7]=1[C:9]1[N:14]=[C:13]([O:15][CH3:16])[N:12]=[C:11]([C:17]2[CH:22]=[CH:21][CH:20]=[CH:19][CH:18]=2)[N:10]=1.